From a dataset of Full USPTO retrosynthesis dataset with 1.9M reactions from patents (1976-2016). Predict the reactants needed to synthesize the given product. (1) The reactants are: [OH:1][CH:2]([C:6]1[CH:7]=[C:8]2[C:31](=[CH:32][CH:33]=1)[C:12]1=[N:13][O:14][C:15]([C:16]3[C:20]([C:21]([F:24])([F:23])[F:22])=[C:19]([C:25]4[CH:30]=[CH:29][CH:28]=[CH:27][CH:26]=4)[O:18][N:17]=3)=[C:11]1[CH2:10][CH2:9]2)[C:3]([OH:5])=[O:4].[CH3:34][Si](C=[N+]=[N-])(C)C.CC(O)=O. Given the product [OH:1][CH:2]([C:6]1[CH:7]=[C:8]2[C:31](=[CH:32][CH:33]=1)[C:12]1=[N:13][O:14][C:15]([C:16]3[C:20]([C:21]([F:22])([F:23])[F:24])=[C:19]([C:25]4[CH:26]=[CH:27][CH:28]=[CH:29][CH:30]=4)[O:18][N:17]=3)=[C:11]1[CH2:10][CH2:9]2)[C:3]([O:5][CH3:34])=[O:4], predict the reactants needed to synthesize it. (2) Given the product [Cl:28][C:22]1[CH:23]=[C:24]([Cl:27])[CH:25]=[CH:26][C:21]=1[C:19]1[C:18]([CH2:29][OH:30])=[CH:17][N:16]=[C:15]([NH:14][CH2:13][CH2:12][NH:11][C:2]2[CH:7]=[CH:6][C:5]([N+:8]([O-:10])=[O:9])=[CH:4][N:3]=2)[N:20]=1, predict the reactants needed to synthesize it. The reactants are: Cl[C:2]1[CH:7]=[CH:6][C:5]([N+:8]([O-:10])=[O:9])=[CH:4][N:3]=1.[NH2:11][CH2:12][CH2:13][NH:14][C:15]1[N:20]=[C:19]([C:21]2[CH:26]=[CH:25][C:24]([Cl:27])=[CH:23][C:22]=2[Cl:28])[C:18]([CH2:29][OH:30])=[CH:17][N:16]=1.